From a dataset of Full USPTO retrosynthesis dataset with 1.9M reactions from patents (1976-2016). Predict the reactants needed to synthesize the given product. (1) The reactants are: [NH:1]1[C:5]([C:6]([OH:8])=O)=[CH:4][N:3]=[N:2]1.CN(C(ON1N=NC2C=CC=NC1=2)=[N+](C)C)C.F[P-](F)(F)(F)(F)F.C([O:35][C:36](=[O:60])[C@H:37]([C:56]([NH2:59])([CH3:58])[CH3:57])[CH2:38][C@H:39]([NH2:55])[CH2:40][C:41]1[CH:46]=[CH:45][C:44]([C:47]2[CH:52]=[C:51]([Cl:53])[CH:50]=[CH:49][C:48]=2[F:54])=[CH:43][CH:42]=1)C.CCN(C(C)C)C(C)C.[Li+].[OH-]. Given the product [NH2:59][C:56]([C@H:37]([CH2:38][C@H:39]([NH:55][C:6]([C:5]1[NH:1][N:2]=[N:3][CH:4]=1)=[O:8])[CH2:40][C:41]1[CH:46]=[CH:45][C:44]([C:47]2[CH:52]=[C:51]([Cl:53])[CH:50]=[CH:49][C:48]=2[F:54])=[CH:43][CH:42]=1)[C:36]([OH:60])=[O:35])([CH3:58])[CH3:57], predict the reactants needed to synthesize it. (2) Given the product [CH3:19][O:20][C:21]1[C:22](=[O:49])[C:23]([CH3:48])=[C:24]([CH2:30][C:31]2[CH:39]=[CH:38][C:34]([C:35]([N:1]3[CH2:6][CH2:5][O:4][CH2:3][CH2:2]3)=[O:36])=[C:33]([O:40][CH2:41][C:42]3[CH:43]=[CH:44][CH:45]=[CH:46][CH:47]=3)[CH:32]=2)[C:25](=[O:29])[C:26]=1[O:27][CH3:28], predict the reactants needed to synthesize it. The reactants are: [NH:1]1[CH2:6][CH2:5][O:4][CH2:3][CH2:2]1.Cl.C(N=C=NCCCN(C)C)C.[CH3:19][O:20][C:21]1[C:22](=[O:49])[C:23]([CH3:48])=[C:24]([CH2:30][C:31]2[CH:39]=[CH:38][C:34]([C:35](O)=[O:36])=[C:33]([O:40][CH2:41][C:42]3[CH:47]=[CH:46][CH:45]=[CH:44][CH:43]=3)[CH:32]=2)[C:25](=[O:29])[C:26]=1[O:27][CH3:28].